The task is: Predict the reaction yield, written as a fraction of the theoretical maximum amount of product (1.0 means a 100% yield; for example, 0.34 means a 34% yield).. This data is from Buchwald-Hartwig C-N cross coupling reaction yields with 55,370 reactions. (1) The reactants are CCc1ccc(I)cc1.Cc1ccc(N)cc1.O=S(=O)(O[Pd]1c2ccccc2-c2ccccc2N~1)C(F)(F)F.CC(C)c1cc(C(C)C)c(-c2ccccc2P(C(C)(C)C)C(C)(C)C)c(C(C)C)c1.CN1CCCN2CCCN=C12.c1ccc(-c2ccon2)cc1. No catalyst specified. The product is CCc1ccc(Nc2ccc(C)cc2)cc1. The yield is 0.793. (2) The reactants are COc1ccc(I)cc1.Cc1ccc(N)cc1.O=S(=O)(O[Pd]1c2ccccc2-c2ccccc2N~1)C(F)(F)F.COc1ccc(OC)c(P([C@]23C[C@H]4C[C@H](C[C@H](C4)C2)C3)[C@]23C[C@H]4C[C@H](C[C@H](C4)C2)C3)c1-c1c(C(C)C)cc(C(C)C)cc1C(C)C.CN(C)C(=NC(C)(C)C)N(C)C.c1ccc2nocc2c1. No catalyst specified. The product is COc1ccc(Nc2ccc(C)cc2)cc1. The yield is 0.0689.